Dataset: Catalyst prediction with 721,799 reactions and 888 catalyst types from USPTO. Task: Predict which catalyst facilitates the given reaction. (1) Reactant: [N:1]1[N:5]2[CH:6]=[CH:7][CH:8]=[CH:9][C:4]2=[C:3]([C:10]2[N:18]=[C:17]3[C:13]([N:14]=[C:15]([NH2:25])[N:16]3[CH:19]3[CH2:24][CH2:23][O:22][CH2:21][CH2:20]3)=[CH:12][N:11]=2)[CH:2]=1.CCN(C(C)C)C(C)C.Br[CH2:36][CH2:37][CH2:38][C:39](Cl)=[O:40]. Product: [N:1]1[N:5]2[CH:6]=[CH:7][CH:8]=[CH:9][C:4]2=[C:3]([C:10]2[N:18]=[C:17]3[C:13]([N:14]=[C:15]([N:25]4[CH2:36][CH2:37][CH2:38][C:39]4=[O:40])[N:16]3[CH:19]3[CH2:20][CH2:21][O:22][CH2:23][CH2:24]3)=[CH:12][N:11]=2)[CH:2]=1. The catalyst class is: 3. (2) Reactant: F[C:2]1[CH:3]=[C:4]([CH:9]=[CH:10][C:11]=1[N+:12]([O-:14])=[O:13])[C:5]([O:7][CH3:8])=[O:6].[F:15][C:16]([F:26])([F:25])[O:17][C:18]1[CH:19]=[C:20]([CH:22]=[CH:23][CH:24]=1)[NH2:21].C(N(CC)C(C)C)(C)C. Product: [N+:12]([C:11]1[CH:10]=[CH:9][C:4]([C:5]([O:7][CH3:8])=[O:6])=[CH:3][C:2]=1[NH:21][C:20]1[CH:22]=[CH:23][CH:24]=[C:18]([O:17][C:16]([F:15])([F:25])[F:26])[CH:19]=1)([O-:14])=[O:13]. The catalyst class is: 148. (3) Reactant: [CH3:1]C(C)([O-])C.[K+].[I-].C[S+](C)(C)=O.[Br:13][C:14]1[CH:19]=[CH:18][N:17]=[CH:16][C:15]=1[O:20][CH2:21][C@H:22]1[CH2:24][O:23]1.O1CC1. Product: [Br:13][C:14]1[CH:19]=[CH:18][N:17]=[CH:16][C:15]=1[O:20][CH2:21][C@H:22]1[CH2:24][CH2:1][O:23]1. The catalyst class is: 218. (4) Product: [F:1][C:2]1[CH:9]=[C:8]([F:10])[CH:7]=[C:6]([F:11])[C:3]=1/[CH:4]=[N:13]/[NH2:14]. The catalyst class is: 28. Reactant: [F:1][C:2]1[CH:9]=[C:8]([F:10])[CH:7]=[C:6]([F:11])[C:3]=1[CH:4]=O.C[NH:13][NH2:14]. (5) Product: [OH:7][CH2:6][CH2:5][O:4][CH2:3][CH2:2][NH:1][C:13](=[O:14])[O:12][C:9]([CH3:11])([CH3:10])[CH3:8]. The catalyst class is: 8. Reactant: [NH2:1][CH2:2][CH2:3][O:4][CH2:5][CH2:6][OH:7].[CH3:8][C:9]([O:12][C:13](O[C:13]([O:12][C:9]([CH3:11])([CH3:10])[CH3:8])=[O:14])=[O:14])([CH3:11])[CH3:10]. (6) Reactant: [F:1][C:2]1[CH:7]=[CH:6][CH:5]=[C:4]([F:8])[C:3]=1[N:9]1[C:14]2[N:15]=[C:16]([NH:28][CH2:29][CH2:30][N:31]([CH3:33])[CH3:32])[N:17]=[C:18]([C:19]3[CH:20]=[C:21]([CH:25]=[CH:26][CH:27]=3)[C:22](O)=[O:23])[C:13]=2[CH2:12][NH:11][C:10]1=[O:34].[CH3:35][NH:36][CH3:37].CN(C(ON1N=NC2C=CC=NC1=2)=[N+](C)C)C.F[P-](F)(F)(F)(F)F.C(N(C(C)C)CC)(C)C. Product: [F:8][C:4]1[CH:5]=[CH:6][CH:7]=[C:2]([F:1])[C:3]=1[N:9]1[C:14]2[N:15]=[C:16]([NH:28][CH2:29][CH2:30][N:31]([CH3:32])[CH3:33])[N:17]=[C:18]([C:19]3[CH:20]=[C:21]([CH:25]=[CH:26][CH:27]=3)[C:22]([N:36]([CH3:37])[CH3:35])=[O:23])[C:13]=2[CH2:12][NH:11][C:10]1=[O:34]. The catalyst class is: 34.